Dataset: Full USPTO retrosynthesis dataset with 1.9M reactions from patents (1976-2016). Task: Predict the reactants needed to synthesize the given product. (1) Given the product [Cl:14][C:15]1[CH:16]=[C:17]([C:21]2[CH:22]=[C:23]([CH:24]=[C:25]([CH:27]=[O:28])[N:26]=2)[C:30]([O:32][CH3:33])=[O:31])[CH:18]=[CH:19][CH:20]=1, predict the reactants needed to synthesize it. The reactants are: ClC1C=C(C=C(C=O)N=1)C(OC)=O.[Cl:14][C:15]1[CH:16]=[C:17]([C:21]2[N:26]=[C:25]([C:27](O)=[O:28])[CH:24]=[C:23]([C:30]([O:32][CH3:33])=[O:31])[CH:22]=2)[CH:18]=[CH:19][CH:20]=1. (2) Given the product [CH3:8][S:9]([O:31][CH2:30][C@H:29]([NH:28][C:20]1[CH:19]=[CH:18][C:17]2[S:16][C:15]3[C:24](=[CH:25][CH:26]=[CH:27][C:14]=3[Br:13])[S:23][C:22]=2[CH:21]=1)[CH2:32][CH2:33][O:34][CH3:35])(=[O:11])=[O:10], predict the reactants needed to synthesize it. The reactants are: C(N(CC)CC)C.[CH3:8][S:9](Cl)(=[O:11])=[O:10].[Br:13][C:14]1[CH:27]=[CH:26][CH:25]=[C:24]2[C:15]=1[S:16][C:17]1[CH:18]=[CH:19][C:20]([NH:28][C@H:29]([CH2:32][CH2:33][O:34][CH3:35])[CH2:30][OH:31])=[CH:21][C:22]=1[S:23]2.O. (3) Given the product [CH:11]1([NH:18][C:19]([N:3]2[C:4]3[C:9](=[CH:8][CH:7]=[CH:6][CH:5]=3)[CH2:10][CH:2]2[CH3:1])=[O:20])[CH2:17][CH2:16][CH2:15][CH2:14][CH2:13][CH2:12]1, predict the reactants needed to synthesize it. The reactants are: [CH3:1][CH:2]1[CH2:10][C:9]2[C:4](=[CH:5][CH:6]=[CH:7][CH:8]=2)[NH:3]1.[CH:11]1([N:18]=[C:19]=[O:20])[CH2:17][CH2:16][CH2:15][CH2:14][CH2:13][CH2:12]1. (4) Given the product [CH:24]1([N:2]2[CH2:3][CH2:4][CH:5]([O:8][C:9]3[N:14]=[CH:13][C:12]([C:15]4[CH:16]=[CH:17][C:18](=[O:21])[NH:19][N:20]=4)=[CH:11][CH:10]=3)[CH2:6][CH2:7]2)[CH2:28][CH2:27][CH2:26][CH2:25]1, predict the reactants needed to synthesize it. The reactants are: Cl.[NH:2]1[CH2:7][CH2:6][CH:5]([O:8][C:9]2[N:14]=[CH:13][C:12]([C:15]3[CH:16]=[CH:17][C:18](=[O:21])[NH:19][N:20]=3)=[CH:11][CH:10]=2)[CH2:4][CH2:3]1.CO.[C:24]1(=O)[CH2:28][CH2:27][CH2:26][CH2:25]1.C([BH3-])#N.[Na+]. (5) The reactants are: Br[C:2]1[CH:3]=[C:4]([C:8]2[N:13]=[C:12]([C:14]3[CH:19]=[CH:18][C:17]([C:20]([F:23])([F:22])[F:21])=[C:16]([O:24][CH2:25][C:26]([F:29])([F:28])[F:27])[CH:15]=3)[CH:11]=[C:10]([C:30]([F:33])([F:32])[F:31])[N:9]=2)[CH:5]=[CH:6][CH:7]=1.[NH2:34][C:35]1[N:40]=[CH:39][C:38](B2OC(C)(C)C(C)(C)O2)=[CH:37][N:36]=1. Given the product [F:27][C:26]([F:29])([F:28])[CH2:25][O:24][C:16]1[CH:15]=[C:14]([C:12]2[CH:11]=[C:10]([C:30]([F:33])([F:32])[F:31])[N:9]=[C:8]([C:4]3[CH:3]=[C:2]([C:38]4[CH:37]=[N:36][C:35]([NH2:34])=[N:40][CH:39]=4)[CH:7]=[CH:6][CH:5]=3)[N:13]=2)[CH:19]=[CH:18][C:17]=1[C:20]([F:23])([F:22])[F:21], predict the reactants needed to synthesize it.